From a dataset of Kir2.1 potassium channel HTS with 301,493 compounds. Binary Classification. Given a drug SMILES string, predict its activity (active/inactive) in a high-throughput screening assay against a specified biological target. (1) The drug is s1c(NC(=O)CCC(=O)N(CC(=O)NC(CC)(C)C)c2ccc(cc2)CC)ncc1. The result is 0 (inactive). (2) The molecule is O(C(=O)C=1C(C(=C(NC1C)C)C(OC)=O)c1c([N+]([O-])=O)cccc1)C. The result is 0 (inactive). (3) The result is 0 (inactive). The drug is Brc1ccc(NCC(=O)c2ccc(cc2)C)cc1. (4) The drug is O1C(Cc2c1c(OCC(=O)NCCC(C)C)ccc2)(C)C. The result is 0 (inactive). (5) The drug is Brc1cc(sc1CC)C(=O)NC1CCN(CC1)C. The result is 0 (inactive).